The task is: Predict which catalyst facilitates the given reaction.. This data is from Catalyst prediction with 721,799 reactions and 888 catalyst types from USPTO. Reactant: [ClH:1].[NH2:2][C:3]1[CH:4]=[C:5]([CH2:23][NH:24]C(=O)OC(C)(C)C)[C:6]([S:9](=[O:22])(=[O:21])[NH:10][C:11]2[CH:12]=[CH:13][C:14]3[CH2:18][O:17][B:16]([OH:19])[C:15]=3[CH:20]=2)=[N:7][CH:8]=1. Product: [ClH:1].[NH2:2][C:3]1[CH:4]=[C:5]([CH2:23][NH2:24])[C:6]([S:9]([NH:10][C:11]2[CH:12]=[CH:13][C:14]3[CH2:18][O:17][B:16]([OH:19])[C:15]=3[CH:20]=2)(=[O:21])=[O:22])=[N:7][CH:8]=1. The catalyst class is: 5.